From a dataset of Forward reaction prediction with 1.9M reactions from USPTO patents (1976-2016). Predict the product of the given reaction. Given the reactants [CH3:1][O:2][C:3]1[CH:8]=[CH:7][C:6]([N:9]=[C:10]([NH:17][C:18](=[S:27])[NH:19][CH2:20][C:21]2[CH:22]=[N:23][CH:24]=[CH:25][CH:26]=2)[C:11]2[CH:16]=[CH:15][CH:14]=[CH:13][CH:12]=2)=[CH:5][CH:4]=1.[Br:28]Br, predict the reaction product. The product is: [BrH:28].[BrH:28].[CH3:1][O:2][C:3]1[CH:8]=[CH:7][C:6]([N:9]2[C:10]([C:11]3[CH:12]=[CH:13][CH:14]=[CH:15][CH:16]=3)=[N:17][C:18](=[N:19][CH2:20][C:21]3[CH:22]=[N:23][CH:24]=[CH:25][CH:26]=3)[S:27]2)=[CH:5][CH:4]=1.